From a dataset of Full USPTO retrosynthesis dataset with 1.9M reactions from patents (1976-2016). Predict the reactants needed to synthesize the given product. (1) The reactants are: [CH3:1][S:2]([O:5][CH2:6][CH2:7][C:8]1[N:20]=[C:19]2[N:10]([C:11]([NH:26]CC3C=CC(OC)=CC=3OC)=[N:12][C:13]3[C:18]2=[CH:17][CH:16]=[C:15]2[O:21][C:22]([F:25])([F:24])[O:23][C:14]=32)[N:9]=1)(=[O:4])=[O:3].FC(F)(F)C(O)=O. Given the product [CH3:1][S:2]([O:5][CH2:6][CH2:7][C:8]1[N:20]=[C:19]2[N:10]([C:11]([NH2:26])=[N:12][C:13]3[C:18]2=[CH:17][CH:16]=[C:15]2[O:21][C:22]([F:25])([F:24])[O:23][C:14]=32)[N:9]=1)(=[O:3])=[O:4], predict the reactants needed to synthesize it. (2) Given the product [CH2:14]([NH:17][S:9]([C:2]1[C:3]([CH3:8])=[CH:4][C:5]([CH3:7])=[CH:6][C:1]=1[CH3:13])(=[O:11])=[O:10])[CH2:15][CH3:16], predict the reactants needed to synthesize it. The reactants are: [C:1]1([CH3:13])[CH:6]=[C:5]([CH3:7])[CH:4]=[C:3]([CH3:8])[C:2]=1[S:9](Cl)(=[O:11])=[O:10].[CH2:14]([NH2:17])[CH2:15][CH3:16].CCCCCC.CCOC(C)=O. (3) Given the product [F:20][C:11]1[CH:10]=[C:9]([NH2:8])[CH:14]=[C:13]([C:15]2[O:19][N:18]=[CH:17][CH:16]=2)[CH:12]=1, predict the reactants needed to synthesize it. The reactants are: C([N:8](CC1C=CC=CC=1)[C:9]1[CH:14]=[C:13]([C:15]2[O:19][N:18]=[CH:17][CH:16]=2)[CH:12]=[C:11]([F:20])[CH:10]=1)C1C=CC=CC=1.CCOC(C)=O.CO. (4) Given the product [Cl:1][C:2]1[C:10]2[O:9][CH2:8][CH:7]([O:11][CH3:12])[C:6]=2[C:5]([C@H:13]2[C@H:18]([OH:19])[C@@H:17]([OH:27])[C@H:16]([OH:35])[C@@H:15]([CH2:43][OH:44])[O:14]2)=[CH:4][C:3]=1[CH2:52][C:53]1[CH:58]=[CH:57][C:56]([O:59][CH2:60][CH3:61])=[CH:55][CH:54]=1, predict the reactants needed to synthesize it. The reactants are: [Cl:1][C:2]1[C:10]2[O:9][CH2:8][CH:7]([O:11][CH3:12])[C:6]=2[C:5]([CH:13]2[C@H:18]([O:19]CC3C=CC=CC=3)[C@@H:17]([O:27]CC3C=CC=CC=3)[C@H:16]([O:35]CC3C=CC=CC=3)[C@@H:15]([CH2:43][O:44]CC3C=CC=CC=3)[O:14]2)=[CH:4][C:3]=1[CH2:52][C:53]1[CH:58]=[CH:57][C:56]([O:59][CH2:60][CH3:61])=[CH:55][CH:54]=1. (5) Given the product [CH2:1]([O:8][C:9]1[CH:14]=[CH:13][C:12]([CH2:15][CH:16]([O:22][C:31]2[CH:32]=[CH:33][C:28]([Cl:27])=[CH:29][CH:30]=2)[C:17]([O:19][CH2:20][CH3:21])=[O:18])=[CH:11][CH:10]=1)[C:2]1[CH:7]=[CH:6][CH:5]=[CH:4][CH:3]=1, predict the reactants needed to synthesize it. The reactants are: [CH2:1]([O:8][C:9]1[CH:14]=[CH:13][C:12]([CH2:15][CH:16]([O:22]S(C)(=O)=O)[C:17]([O:19][CH2:20][CH3:21])=[O:18])=[CH:11][CH:10]=1)[C:2]1[CH:7]=[CH:6][CH:5]=[CH:4][CH:3]=1.[Cl:27][C:28]1[CH:33]=[CH:32][C:31](O)=[CH:30][CH:29]=1.C(=O)([O-])[O-].[K+].[K+]. (6) Given the product [CH:18]1([C@H:5]2[C@H:6]([CH3:17])[C@@H:7]([NH:16][C:22]3[C:23](=[O:29])[N:24]([CH3:28])[CH:25]=[CH:26][CH:27]=3)[C:8]3[C:13](=[CH:12][CH:11]=[C:10]([C:14]#[N:15])[CH:9]=3)[NH:4]2)[CH2:19][CH2:20]1, predict the reactants needed to synthesize it. The reactants are: C([N:4]1[C:13]2[C:8](=[CH:9][C:10]([C:14]#[N:15])=[CH:11][CH:12]=2)[C@H:7]([NH2:16])[C@@H:6]([CH3:17])[C@@H:5]1[CH:18]1[CH2:20][CH2:19]1)(=O)C.Br[C:22]1[C:23](=[O:29])[N:24]([CH3:28])[CH:25]=[CH:26][CH:27]=1.CC(C)([O-])C.[Na+]. (7) Given the product [S:1]1[CH:5]=[C:4]([C:6]2[C:7]([NH:26][C:46](=[O:47])[CH2:45][C:42]3[CH:41]=[CH:40][C:39]([O:38][Si:31]([C:34]([CH3:36])([CH3:35])[CH3:37])([CH3:32])[CH3:33])=[CH:44][CH:43]=3)=[N:8][CH:9]=[C:10]([C:12]3[CH:13]=[CH:14][C:15]([O:18][Si:19]([C:22]([CH3:25])([CH3:24])[CH3:23])([CH3:21])[CH3:20])=[CH:16][CH:17]=3)[N:11]=2)[C:3]2[CH:27]=[CH:28][CH:29]=[CH:30][C:2]1=2, predict the reactants needed to synthesize it. The reactants are: [S:1]1[CH:5]=[C:4]([C:6]2[C:7]([NH2:26])=[N:8][CH:9]=[C:10]([C:12]3[CH:17]=[CH:16][C:15]([O:18][Si:19]([C:22]([CH3:25])([CH3:24])[CH3:23])([CH3:21])[CH3:20])=[CH:14][CH:13]=3)[N:11]=2)[C:3]2[CH:27]=[CH:28][CH:29]=[CH:30][C:2]1=2.[Si:31]([O:38][C:39]1[CH:44]=[CH:43][C:42]([CH2:45][C:46](Cl)=[O:47])=[CH:41][CH:40]=1)([C:34]([CH3:37])([CH3:36])[CH3:35])([CH3:33])[CH3:32].O.